From a dataset of Ames mutagenicity test results for genotoxicity prediction. Regression/Classification. Given a drug SMILES string, predict its toxicity properties. Task type varies by dataset: regression for continuous values (e.g., LD50, hERG inhibition percentage) or binary classification for toxic/non-toxic outcomes (e.g., AMES mutagenicity, cardiotoxicity, hepatotoxicity). Dataset: ames. (1) The compound is Nc1nc(-c2ccc([N+](=O)[O-])s2)cs1. The result is 1 (mutagenic). (2) The compound is O=c1c(O)c(O)c1=O. The result is 0 (non-mutagenic). (3) The compound is O=S1(=O)OC2(c3ccccc31)c1cc(Br)c(O)c(Br)c1Oc1c2cc(Br)c(O)c1Br. The result is 1 (mutagenic). (4) The molecule is C=CCN(CC=C)c1cc(NC(C)=O)c(N=Nc2c(Br)cc([N+](=O)[O-])cc2[N+](=O)[O-])cc1OC. The result is 1 (mutagenic). (5) The drug is CCC(=O)N(c1ccc(Cl)c(Cl)c1)C1CCCC1N(C)C. The result is 0 (non-mutagenic). (6) The drug is CC(=O)NNc1ccc(CO)cc1. The result is 1 (mutagenic). (7) The compound is O=c1[nH][nH]c(=O)c2ccccc12. The result is 0 (non-mutagenic). (8) The molecule is Clc1cc2c(cc1Cl)Oc1cc(Cl)c(Cl)cc1O2. The result is 0 (non-mutagenic).